From a dataset of Forward reaction prediction with 1.9M reactions from USPTO patents (1976-2016). Predict the product of the given reaction. (1) Given the reactants [CH3:1][N:2]1[C:11](=[O:12])[C:10]2[C:5](=[C:6]([C:13](O)=[O:14])[CH:7]=[CH:8][CH:9]=2)[N:4]=[C:3]1[C:16]1[CH:21]=[CH:20][CH:19]=[C:18]([C:22]([F:25])([F:24])[F:23])[CH:17]=1.S(Cl)([Cl:28])=O, predict the reaction product. The product is: [CH3:1][N:2]1[C:11](=[O:12])[C:10]2[C:5](=[C:6]([C:13]([Cl:28])=[O:14])[CH:7]=[CH:8][CH:9]=2)[N:4]=[C:3]1[C:16]1[CH:21]=[CH:20][CH:19]=[C:18]([C:22]([F:25])([F:24])[F:23])[CH:17]=1. (2) Given the reactants [C:1]1([S:7]([CH2:10][C:11]2[C:16]([C:17]([O:19][CH3:20])=[O:18])=[C:15](OS(C(F)(F)F)(=O)=O)[C:14]([C:29]3[CH:33]=[CH:32][O:31][CH:30]=3)=[CH:13][CH:12]=2)(=[O:9])=[O:8])[CH:6]=[CH:5][CH:4]=[CH:3][CH:2]=1.[C:34]([O:38][C:39]([NH:41][CH2:42][CH2:43][NH2:44])=[O:40])([CH3:37])([CH3:36])[CH3:35].C(=O)([O-])[O-].[Cs+].[Cs+].C1C=CC(P(C2C=CC3C(=CC=CC=3)C=2C2C3C(=CC=CC=3)C=CC=2P(C2C=CC=CC=2)C2C=CC=CC=2)C2C=CC=CC=2)=CC=1, predict the reaction product. The product is: [C:1]1([S:7]([CH2:10][C:11]2[C:16]([C:17]([O:19][CH3:20])=[O:18])=[C:15]([NH:44][CH2:43][CH2:42][NH:41][C:39]([O:38][C:34]([CH3:37])([CH3:36])[CH3:35])=[O:40])[C:14]([C:29]3[CH:33]=[CH:32][O:31][CH:30]=3)=[CH:13][CH:12]=2)(=[O:9])=[O:8])[CH:2]=[CH:3][CH:4]=[CH:5][CH:6]=1. (3) Given the reactants [Cl:1][C:2]1[CH:3]=[C:4]2[C:8](=[CH:9][C:10]=1[Cl:11])[C:7](=[O:12])[N:6]([CH2:13][CH:14]1[O:23][CH2:22][CH2:21][C:16]3(OCC[O:17]3)[CH2:15]1)[C:5]2=[O:24].Cl, predict the reaction product. The product is: [Cl:1][C:2]1[CH:3]=[C:4]2[C:8](=[CH:9][C:10]=1[Cl:11])[C:7](=[O:12])[N:6]([CH2:13][CH:14]1[CH2:15][C:16](=[O:17])[CH2:21][CH2:22][O:23]1)[C:5]2=[O:24]. (4) Given the reactants [C:1]1([CH3:13])[CH:6]=[CH:5][C:4]([C:7]2[CH2:11][CH2:10][C:9](=[O:12])[CH:8]=2)=[CH:3][CH:2]=1.[BH4-].[Na+], predict the reaction product. The product is: [C:1]1([CH3:13])[CH:2]=[CH:3][C:4]([C:7]2[CH2:11][CH2:10][CH:9]([OH:12])[CH:8]=2)=[CH:5][CH:6]=1. (5) Given the reactants [F:1][C:2]1[CH:3]=[C:4]([C:8]2[CH:16]=[CH:15][C:11]([C:12]([OH:14])=O)=[CH:10][N:9]=2)[CH:5]=[CH:6][CH:7]=1.[O:17]1[C:21]2([CH2:26][CH2:25][CH:24]([NH2:27])[CH2:23][CH2:22]2)[O:20][CH2:19][CH2:18]1.C(N(CC)CC)C.CN(C(ON1N=NC2C=CC=CC1=2)=[N+](C)C)C.F[P-](F)(F)(F)(F)F, predict the reaction product. The product is: [O:17]1[C:21]2([CH2:26][CH2:25][CH:24]([NH:27][C:12](=[O:14])[C:11]3[CH:15]=[CH:16][C:8]([C:4]4[CH:5]=[CH:6][CH:7]=[C:2]([F:1])[CH:3]=4)=[N:9][CH:10]=3)[CH2:23][CH2:22]2)[O:20][CH2:19][CH2:18]1. (6) Given the reactants [O:1]1[C:5]2[CH:6]=[CH:7][CH:8]=[CH:9][C:4]=2[N:3]=[C:2]1[C:10]1[N:18]=[CH:17][CH:16]=[CH:15][C:11]=1[C:12]([OH:14])=O.[NH2:19][CH:20]([CH2:26][C:27]1[CH:32]=[CH:31][CH:30]=[CH:29][CH:28]=1)[CH:21]([OH:25])[C:22]([NH2:24])=[O:23].CCN(C(C)C)C(C)C, predict the reaction product. The product is: [NH2:24][C:22](=[O:23])[CH:21]([OH:25])[CH:20]([NH:19][C:12](=[O:14])[C:11]1[CH:15]=[CH:16][CH:17]=[N:18][C:10]=1[C:2]1[O:1][C:5]2[CH:6]=[CH:7][CH:8]=[CH:9][C:4]=2[N:3]=1)[CH2:26][C:27]1[CH:28]=[CH:29][CH:30]=[CH:31][CH:32]=1. (7) Given the reactants [N+:1]([C:4]1[CH:9]=[CH:8][CH:7]=[CH:6][C:5]=1[NH:10][CH:11]1[CH2:16][CH2:15][N:14]([C:17]([O:19][C:20]([CH3:23])([CH3:22])[CH3:21])=[O:18])[CH2:13][CH2:12]1)([O-])=O, predict the reaction product. The product is: [NH2:1][C:4]1[CH:9]=[CH:8][CH:7]=[CH:6][C:5]=1[NH:10][CH:11]1[CH2:12][CH2:13][N:14]([C:17]([O:19][C:20]([CH3:23])([CH3:22])[CH3:21])=[O:18])[CH2:15][CH2:16]1.